From a dataset of Peptide-MHC class II binding affinity with 134,281 pairs from IEDB. Regression. Given a peptide amino acid sequence and an MHC pseudo amino acid sequence, predict their binding affinity value. This is MHC class II binding data. (1) The peptide sequence is EKKYFIATQFEPLAA. The MHC is HLA-DPA10201-DPB10101 with pseudo-sequence HLA-DPA10201-DPB10101. The binding affinity (normalized) is 1.00. (2) The peptide sequence is AALDAQAVELTARLN. The MHC is DRB1_0301 with pseudo-sequence DRB1_0301. The binding affinity (normalized) is 0.248. (3) The peptide sequence is SAALGPLIEGNTSLL. The MHC is DRB1_0801 with pseudo-sequence DRB1_0801. The binding affinity (normalized) is 0. (4) The binding affinity (normalized) is 0. The peptide sequence is YTPIGDNKALISK. The MHC is DRB4_0101 with pseudo-sequence DRB4_0103. (5) The peptide sequence is LNKIVRMYSPVSILDI. The MHC is HLA-DQA10102-DQB10502 with pseudo-sequence HLA-DQA10102-DQB10502. The binding affinity (normalized) is 0.251. (6) The peptide sequence is NKICTSKGDSARVTV. The MHC is DRB1_1201 with pseudo-sequence DRB1_1201. The binding affinity (normalized) is 0.217. (7) The peptide sequence is AKPDGKTDCTKEVEE. The MHC is HLA-DQA10501-DQB10201 with pseudo-sequence HLA-DQA10501-DQB10201. The binding affinity (normalized) is 0.